From a dataset of Full USPTO retrosynthesis dataset with 1.9M reactions from patents (1976-2016). Predict the reactants needed to synthesize the given product. (1) Given the product [Cl:14][C:20]1[C:19]2[S:36][C:35](=[O:37])[NH:17][C:18]=2[N:23]=[C:22]([S:24][CH2:25][C:26]2[CH:31]=[CH:30][CH:29]=[C:28]([F:32])[C:27]=2[F:33])[N:21]=1, predict the reactants needed to synthesize it. The reactants are: C(N(CC)C1C=CC=CC=1)C.P(Cl)(Cl)([Cl:14])=O.[NH2:17][C:18]1[C:19]2[S:36][C:35](=[O:37])O[C:20]=2[N:21]=[C:22]([S:24][CH2:25][C:26]2[CH:31]=[CH:30][CH:29]=[C:28]([F:32])[C:27]=2[F:33])[N:23]=1.O. (2) Given the product [Cl:25][C:26]1[CH:31]=[C:30]([C:2]2[CH:7]=[CH:6][CH:5]=[C:4]([C:8]3([C:19]4[CH:20]=[CH:21][N:22]=[CH:23][CH:24]=4)[C:16]4[C:11](=[C:12]([F:17])[CH:13]=[CH:14][CH:15]=4)[C:10]([NH2:18])=[N:9]3)[CH:3]=2)[CH:29]=[CH:28][CH:27]=1, predict the reactants needed to synthesize it. The reactants are: Br[C:2]1[CH:3]=[C:4]([C:8]2([C:19]3[CH:24]=[CH:23][N:22]=[CH:21][CH:20]=3)[C:16]3[C:11](=[C:12]([F:17])[CH:13]=[CH:14][CH:15]=3)[C:10]([NH2:18])=[N:9]2)[CH:5]=[CH:6][CH:7]=1.[Cl:25][C:26]1[CH:27]=[C:28](B(O)O)[CH:29]=[CH:30][CH:31]=1. (3) Given the product [CH3:4][C:2]([Si:5]([C:14]1[CH:15]=[CH:16][CH:17]=[CH:18][CH:19]=1)([C:20]1[CH:25]=[CH:24][CH:23]=[CH:22][CH:21]=1)[O:6][CH2:7][C@@H:8]1[CH2:13][CH:12]=[CH:11][CH2:10][N:9]1[S:33]([C:30]1[CH:31]=[CH:32][C:27]([CH3:26])=[CH:28][CH:29]=1)(=[O:35])=[O:34])([CH3:1])[CH3:3], predict the reactants needed to synthesize it. The reactants are: [CH3:1][C:2]([Si:5]([C:20]1[CH:25]=[CH:24][CH:23]=[CH:22][CH:21]=1)([C:14]1[CH:19]=[CH:18][CH:17]=[CH:16][CH:15]=1)[O:6][CH2:7][C@@H:8]1[CH2:13][CH:12]=[CH:11][CH2:10][NH:9]1)([CH3:4])[CH3:3].[CH3:26][C:27]1[CH:32]=[CH:31][C:30]([S:33](Cl)(=[O:35])=[O:34])=[CH:29][CH:28]=1.